From a dataset of Forward reaction prediction with 1.9M reactions from USPTO patents (1976-2016). Predict the product of the given reaction. (1) Given the reactants [CH:1]1([C:4]2[C:13]([CH:14]3[CH2:16][CH2:15]3)=[CH:12][C:7]([C:8](OC)=[O:9])=[C:6]([O:17][CH:18]([CH3:20])[CH3:19])[CH:5]=2)[CH2:3][CH2:2]1.[H-].[Al+3].[Li+].[H-].[H-].[H-].O.[OH-].[Na+], predict the reaction product. The product is: [CH:1]1([C:4]2[C:13]([CH:14]3[CH2:16][CH2:15]3)=[CH:12][C:7]([CH2:8][OH:9])=[C:6]([O:17][CH:18]([CH3:20])[CH3:19])[CH:5]=2)[CH2:2][CH2:3]1. (2) Given the reactants [C:1]1([C:7]2[CH:12]=[CH:11][C:10]([OH:13])=[CH:9][CH:8]=2)[CH:6]=[CH:5][CH:4]=[CH:3][CH:2]=1.[H-].[Na+].[C:16]([C:18]1[CH:19]=[C:20]([CH:23]=[CH:24][CH:25]=1)[CH2:21]Br)#[N:17], predict the reaction product. The product is: [C:7]1([C:1]2[CH:2]=[CH:3][CH:4]=[CH:5][CH:6]=2)[CH:8]=[CH:9][C:10]([O:13][CH2:21][C:20]2[CH:19]=[C:18]([CH:25]=[CH:24][CH:23]=2)[C:16]#[N:17])=[CH:11][CH:12]=1.